This data is from Reaction yield outcomes from USPTO patents with 853,638 reactions. The task is: Predict the reaction yield, written as a fraction of the theoretical maximum amount of product (1.0 means a 100% yield; for example, 0.34 means a 34% yield). (1) The reactants are [Br-].[CH:2]1([CH2:8][Zn+])[CH2:7][CH2:6][CH2:5][CH2:4][CH2:3]1.C1COCC1.[O:15]1[C:19]2[CH:20]=[CH:21][C:22]([C:24]3([C:27]([NH:29][C:30]4[CH:35]=[CH:34][CH:33]=[C:32](Br)[N:31]=4)=[O:28])[CH2:26][CH2:25]3)=[CH:23][C:18]=2[O:17][CH2:16]1. The catalyst is C1C=CC(P(C2C=CC=CC=2)[C-]2C=CC=C2)=CC=1.C1C=CC(P(C2C=CC=CC=2)[C-]2C=CC=C2)=CC=1.Cl[Pd]Cl.[Fe+2]. The product is [O:15]1[C:19]2[CH:20]=[CH:21][C:22]([C:24]3([C:27]([NH:29][C:30]4[CH:35]=[CH:34][CH:33]=[C:32]([CH2:8][CH:2]5[CH2:7][CH2:6][CH2:5][CH2:4][CH2:3]5)[N:31]=4)=[O:28])[CH2:26][CH2:25]3)=[CH:23][C:18]=2[O:17][CH2:16]1. The yield is 0.500. (2) The reactants are [CH2:1]([N:8]1[CH2:13][CH2:12][CH:11]([NH:14][C:15]2[CH:16]=[C:17]3[C:21](=[CH:22][CH:23]=2)[NH:20][N:19]=[CH:18]3)[CH2:10][CH2:9]1)[C:2]1[CH:7]=[CH:6][CH:5]=[CH:4][CH:3]=1.[ClH:24].CC[O:27]CC. The catalyst is O1CCCC1. The product is [OH2:27].[ClH:24].[ClH:24].[CH2:1]([N:8]1[CH2:13][CH2:12][CH:11]([NH:14][C:15]2[CH:16]=[C:17]3[C:21](=[CH:22][CH:23]=2)[NH:20][N:19]=[CH:18]3)[CH2:10][CH2:9]1)[C:2]1[CH:7]=[CH:6][CH:5]=[CH:4][CH:3]=1. The yield is 0.720. (3) The reactants are [CH3:1][O:2][C:3]1[C:4]2[N:12]=[C:11]([N:13]=[C:14](SC)SC)[S:10][C:5]=2[N:6]=[C:7]([CH3:9])[N:8]=1.Cl.Cl.[NH2:21][CH2:22][C@@:23]1([OH:31])[CH:28]2[CH2:29][CH2:30][N:25]([CH2:26][CH2:27]2)[CH2:24]1.C(=O)([O-])[O-].[Cs+].[Cs+].O. The catalyst is CN(C=O)C. The product is [CH3:1][O:2][C:3]1[C:4]2[N:12]=[C:11]([NH:13][C:14]3[O:31][C@:23]4([CH2:22][N:21]=3)[CH:28]3[CH2:29][CH2:30][N:25]([CH2:26][CH2:27]3)[CH2:24]4)[S:10][C:5]=2[N:6]=[C:7]([CH3:9])[N:8]=1. The yield is 0.500. (4) The yield is 0.929. The reactants are [N:1]([C:4]1[CH:20]=[CH:19][C:7]([C:8]([NH:10][CH2:11][CH2:12][N:13]2[CH2:18][CH2:17][CH2:16][CH2:15][CH2:14]2)=[O:9])=[CH:6][CH:5]=1)=[N+:2]=[N-:3].O=[C:22]([CH2:29][CH2:30][CH3:31])[CH2:23][C:24]([O:26]CC)=[O:25].[O-]CC.[Na+].O. The product is [N:13]1([CH2:12][CH2:11][NH:10][C:8]([C:7]2[CH:6]=[CH:5][C:4]([N:1]3[C:22]([CH2:29][CH2:30][CH3:31])=[C:23]([C:24]([OH:26])=[O:25])[N:3]=[N:2]3)=[CH:20][CH:19]=2)=[O:9])[CH2:18][CH2:17][CH2:16][CH2:15][CH2:14]1. The catalyst is C(O)C. (5) The reactants are [Cl:1][C:2]1[N:3]=[C:4]2[C:9](=[CH:10][CH:11]=1)[N:8]=[CH:7][C:6]([C:12](=[O:14])[CH3:13])=[C:5]2[NH:15][C@H:16]1[CH2:21][CH2:20][C@H:19]([CH2:22][N:23]2[CH2:27][CH2:26][CH2:25][CH2:24]2)[CH2:18][CH2:17]1.[Cl:28][C:29]1[CH:34]=[C:33](B2OC(C)(C)C(C)(C)O2)[CH:32]=[C:31]([F:44])[C:30]=1[OH:45].C1(N)C(F)=C(F)C(F)=C(N)C=1F.Cl.Cl. No catalyst specified. The product is [ClH:1].[ClH:28].[Cl:28][C:29]1[CH:34]=[C:33]([C:2]2[N:3]=[C:4]3[C:9](=[CH:10][CH:11]=2)[N:8]=[CH:7][C:6]([C:12](=[O:14])[CH3:13])=[C:5]3[NH:15][C@H:16]2[CH2:17][CH2:18][C@H:19]([CH2:22][N:23]3[CH2:27][CH2:26][CH2:25][CH2:24]3)[CH2:20][CH2:21]2)[CH:32]=[C:31]([F:44])[C:30]=1[OH:45]. The yield is 0.690. (6) The reactants are [Cl:1][C:2]1[C:7]([N+:8]([O-])=O)=[CH:6][C:5]([N+:11]([O-])=O)=[CH:4][N:3]=1.CCOC(C)=O. The catalyst is [Pd].C(Cl)(Cl)Cl. The product is [ClH:1].[N:3]1[CH:4]=[C:5]([NH2:11])[CH:6]=[C:7]([NH2:8])[CH:2]=1. The yield is 0.980. (7) The reactants are NCC1C=NC=CC=1.[CH3:9][N:10]1[CH:14]=[C:13]([CH2:15][NH2:16])[CH:12]=[N:11]1.[F:17][C:18]1[CH:39]=[CH:38][C:21]([CH2:22][N:23]2[C:27](=[O:28])[N:26]([C:29]3[S:33][C:32]([C:34](O)=[O:35])=[C:31]([CH3:37])[CH:30]=3)[CH:25]=[N:24]2)=[CH:20][CH:19]=1. No catalyst specified. The product is [F:17][C:18]1[CH:39]=[CH:38][C:21]([CH2:22][N:23]2[C:27](=[O:28])[N:26]([C:29]3[S:33][C:32]([C:34]([NH:16][CH2:15][C:13]4[CH:12]=[N:11][N:10]([CH3:9])[CH:14]=4)=[O:35])=[C:31]([CH3:37])[CH:30]=3)[CH:25]=[N:24]2)=[CH:20][CH:19]=1. The yield is 0.800.